This data is from HIV replication inhibition screening data with 41,000+ compounds from the AIDS Antiviral Screen. The task is: Binary Classification. Given a drug SMILES string, predict its activity (active/inactive) in a high-throughput screening assay against a specified biological target. The drug is C=CCN1C(=C2SC(=S)N(c3ccc(C)cc3)C2=O)Sc2c1ncn(C)c2=O. The result is 0 (inactive).